From a dataset of Peptide-MHC class II binding affinity with 134,281 pairs from IEDB. Regression. Given a peptide amino acid sequence and an MHC pseudo amino acid sequence, predict their binding affinity value. This is MHC class II binding data. (1) The peptide sequence is GKNVVNVQTKPSLFK. The MHC is HLA-DQA10501-DQB10303 with pseudo-sequence HLA-DQA10501-DQB10303. The binding affinity (normalized) is 0.255. (2) The peptide sequence is ANERADLIAYLKQSTK. The MHC is H-2-IEk with pseudo-sequence H-2-IEk. The binding affinity (normalized) is 0.554. (3) The peptide sequence is EKKYFAAGQFEPLAA. The MHC is DRB1_0701 with pseudo-sequence DRB1_0701. The binding affinity (normalized) is 0.458. (4) The peptide sequence is SGIAFGSMAKKGDEQ. The MHC is HLA-DQA10401-DQB10402 with pseudo-sequence HLA-DQA10401-DQB10402. The binding affinity (normalized) is 0.00877. (5) The peptide sequence is LLWDYMCISLSTAIE. The binding affinity (normalized) is 0.812. The MHC is DRB1_0701 with pseudo-sequence DRB1_0701. (6) The peptide sequence is CRKELAAVSVDCSEY. The MHC is DRB1_1101 with pseudo-sequence DRB1_1101. The binding affinity (normalized) is 0.0713.